From a dataset of Forward reaction prediction with 1.9M reactions from USPTO patents (1976-2016). Predict the product of the given reaction. (1) Given the reactants [CH2:1]([O:3][C:4](=[O:13])[C:5]1[CH:10]=[CH:9][C:8]([F:11])=[C:7]([OH:12])[CH:6]=1)[CH3:2].[H-].[Na+].Cl[C:17]1[CH:22]=[N:21][CH:20]=[CH:19][N:18]=1.[Na+].[Cl-], predict the reaction product. The product is: [F:11][C:8]1[CH:9]=[CH:10][C:5]([C:4]([O:3][CH2:1][CH3:2])=[O:13])=[CH:6][C:7]=1[O:12][C:17]1[CH:22]=[N:21][CH:20]=[CH:19][N:18]=1. (2) The product is: [CH3:1][C@H:2]1[CH2:8][NH:7][CH2:6][C:5]2[S:16][CH:17]=[C:18]([CH:19]([CH3:24])[C:20]([F:23])([F:21])[F:22])[C:4]=2[O:3]1. Given the reactants [CH3:1][C@H:2]1[CH2:8][N:7](C(OC(C)(C)C)=O)[CH2:6][C:5]2[S:16][CH:17]=[C:18]([CH:19]([CH3:24])[C:20]([F:23])([F:22])[F:21])[C:4]=2[O:3]1, predict the reaction product. (3) Given the reactants [Br:1][C:2]1[CH:7]=[CH:6][CH:5]=[C:4]([CH2:8]Br)[CH:3]=1.[NH:10]1[CH2:15][CH2:14][O:13][CH2:12][CH2:11]1.C(OCC)(=O)C, predict the reaction product. The product is: [Br:1][C:2]1[CH:3]=[C:4]([CH:5]=[CH:6][CH:7]=1)[CH2:8][N:10]1[CH2:15][CH2:14][O:13][CH2:12][CH2:11]1. (4) Given the reactants [Cl:1][C:2]1[CH:3]=[C:4](OS([C:27]([F:30])([F:29])[F:28])(=O)=O)[CH:5]=[C:6]([Cl:22])[C:7]=1[CH2:8][C@@H:9]1[CH2:13][CH2:12][N:11]([N:14]2[CH2:19][CH2:18][CH:17]([OH:20])[CH2:16][CH2:15]2)[C:10]1=[O:21].[F:31][C:32]1[CH:37]=[CH:36][C:35](B(O)O)=[CH:34][CH:33]=1.[C:41](=O)([O-:43])[O-:42].[Na+].[Na+], predict the reaction product. The product is: [F:30][C:27]([F:28])([F:29])[C:41]([OH:43])=[O:42].[Cl:22][C:6]1[CH:5]=[C:4]([C:35]2[CH:36]=[CH:37][C:32]([F:31])=[CH:33][CH:34]=2)[CH:3]=[C:2]([Cl:1])[C:7]=1[CH2:8][C@@H:9]1[CH2:13][CH2:12][N:11]([N:14]2[CH2:15][CH2:16][CH:17]([OH:20])[CH2:18][CH2:19]2)[C:10]1=[O:21]. (5) Given the reactants [NH2:1][C:2]1[CH:3]=[C:4]([C:9]([C:11]2[CH:12]=[N:13][CH:14]=[CH:15][CH:16]=2)=[O:10])[CH:5]=[C:6]([Br:8])[CH:7]=1.C(N(C(C)C)CC)(C)C.[C:26](Cl)(=[O:29])[CH2:27][CH3:28].C(=O)(O)[O-].[Na+], predict the reaction product. The product is: [Br:8][C:6]1[CH:7]=[C:2]([NH:1][C:26](=[O:29])[CH2:27][CH3:28])[CH:3]=[C:4]([C:9]([C:11]2[CH:12]=[N:13][CH:14]=[CH:15][CH:16]=2)=[O:10])[CH:5]=1. (6) Given the reactants [Cl:1][C:2]1[CH:7]=[CH:6][C:5]([C:8]2[NH:12][N:11]=[C:10]([N:13]3[CH2:18][CH2:17][N:16]([C:19](=[O:25])[CH2:20][CH2:21][C:22]([OH:24])=[O:23])[CH2:15][CH2:14]3)[C:9]=2[C:26]2[CH:31]=[CH:30][N:29]=[CH:28][CH:27]=2)=[CH:4][CH:3]=1.[Na], predict the reaction product. The product is: [OH2:23].[OH2:23].[Cl:1][C:2]1[CH:3]=[CH:4][C:5]([C:8]2[NH:12][N:11]=[C:10]([N:13]3[CH2:18][CH2:17][N:16]([C:19](=[O:25])[CH2:20][CH2:21][C:22]([OH:24])=[O:23])[CH2:15][CH2:14]3)[C:9]=2[C:26]2[CH:27]=[CH:28][N:29]=[CH:30][CH:31]=2)=[CH:6][CH:7]=1. (7) Given the reactants [OH-].[Al+3].[Li+].[OH-].[OH-].[OH-].[Br:7][C:8]1[CH:17]=[C:16]2[C:11]([CH:12]([CH3:18])[O:13][C:14]2=[O:15])=[CH:10][CH:9]=1.O.[OH-].[Na+], predict the reaction product. The product is: [Br:7][C:8]1[CH:9]=[CH:10][C:11]([CH:12]([OH:13])[CH3:18])=[C:16]([CH2:14][OH:15])[CH:17]=1. (8) Given the reactants [CH:1]1([CH:7]([C:9]2[CH:13]=[CH:12][S:11][CH:10]=2)[OH:8])[CH2:6][CH2:5][CH2:4][CH2:3][CH2:2]1.CCN(CC)CC.[CH3:21][S:22](Cl)(=[O:24])=[O:23], predict the reaction product. The product is: [CH3:21][S:22]([O:8][CH:7]([CH:1]1[CH2:2][CH2:3][CH2:4][CH2:5][CH2:6]1)[C:9]1[CH:13]=[CH:12][S:11][CH:10]=1)(=[O:24])=[O:23]. (9) Given the reactants [CH2:1]([C@:3]1([OH:9])[CH2:7][CH2:6][NH:5][C@H:4]1[CH3:8])[CH3:2].[F:10][C:11]1[CH:18]=[C:17](F)[CH:16]=[C:15]([F:20])[C:12]=1[C:13]#[N:14].C(=O)([O-])[O-].[Li+].[Li+], predict the reaction product. The product is: [CH2:1]([C@:3]1([OH:9])[CH2:7][CH2:6][N:5]([C:17]2[CH:18]=[C:11]([F:10])[C:12]([C:13]#[N:14])=[C:15]([F:20])[CH:16]=2)[C@H:4]1[CH3:8])[CH3:2].